From a dataset of Forward reaction prediction with 1.9M reactions from USPTO patents (1976-2016). Predict the product of the given reaction. (1) Given the reactants [C:1]([C:5]1[CH:6]=[C:7]([N+:18]([O-:20])=[O:19])[C:8]([O:16][CH3:17])=[C:9]([NH:11][S:12]([CH3:15])(=[O:14])=[O:13])[CH:10]=1)([CH3:4])([CH3:3])[CH3:2].Br[CH2:22][CH2:23][O:24][CH2:25][C:26]1[CH:31]=[CH:30][CH:29]=[CH:28][CH:27]=1, predict the reaction product. The product is: [CH2:25]([O:24][CH2:23][CH2:22][N:11]([C:9]1[CH:10]=[C:5]([C:1]([CH3:4])([CH3:2])[CH3:3])[CH:6]=[C:7]([N+:18]([O-:20])=[O:19])[C:8]=1[O:16][CH3:17])[S:12]([CH3:15])(=[O:14])=[O:13])[C:26]1[CH:31]=[CH:30][CH:29]=[CH:28][CH:27]=1. (2) Given the reactants [Cl:1][C:2]1[CH:3]=[C:4]([NH:17][C:18]2[C:27]3[CH2:26][C:25](=[N:28][O:29][CH2:30][CH2:31][N:32](C(OC(C)(C)C)=O)[CH2:33][CH3:34])[CH:24]=[CH:23][C:22]=3[N:21]=[CH:20][N:19]=2)[CH:5]=[CH:6][C:7]=1[O:8][CH2:9][C:10]1[CH:15]=[CH:14][CH:13]=[C:12]([F:16])[CH:11]=1.FC(F)(F)C(O)=O, predict the reaction product. The product is: [Cl:1][C:2]1[CH:3]=[C:4]([NH:17][C:18]2[C:27]3[CH2:26][C:25](=[N:28][O:29][CH2:30][CH2:31][NH:32][CH2:33][CH3:34])[CH:24]=[CH:23][C:22]=3[N:21]=[CH:20][N:19]=2)[CH:5]=[CH:6][C:7]=1[O:8][CH2:9][C:10]1[CH:15]=[CH:14][CH:13]=[C:12]([F:16])[CH:11]=1. (3) Given the reactants [F:1][C:2]1[CH:7]=[CH:6][C:5]([C:8]2[C:12]([C:13]3[N:14]=[CH:15][NH:16][CH:17]=3)=[C:11]([C:18]([F:21])([F:20])[F:19])[O:10][N:9]=2)=[CH:4][CH:3]=1.F[C:23]1[CH:28]=[CH:27][C:26]([C:29]([F:32])([F:31])[F:30])=[CH:25][CH:24]=1, predict the reaction product. The product is: [F:1][C:2]1[CH:7]=[CH:6][C:5]([C:8]2[C:12]([C:13]3[N:14]=[CH:15][N:16]([C:23]4[CH:28]=[CH:27][C:26]([C:29]([F:32])([F:31])[F:30])=[CH:25][CH:24]=4)[CH:17]=3)=[C:11]([C:18]([F:21])([F:19])[F:20])[O:10][N:9]=2)=[CH:4][CH:3]=1. (4) Given the reactants [OH-].[Li+].[CH3:3][CH:4]([C:8]1[CH:17]=[CH:16][C:11]([C:12]([O:14]C)=[O:13])=[CH:10][CH:9]=1)[CH2:5][CH2:6][CH3:7], predict the reaction product. The product is: [CH3:3][CH:4]([C:8]1[CH:9]=[CH:10][C:11]([C:12]([OH:14])=[O:13])=[CH:16][CH:17]=1)[CH2:5][CH2:6][CH3:7]. (5) Given the reactants C(OC([N:8]1[CH2:13][CH2:12][N:11]2[C:14]([C:17]([F:20])([F:19])[F:18])=[N:15][N:16]=[C:10]2[C:9]1([CH3:22])[CH3:21])=O)(C)(C)C.Cl, predict the reaction product. The product is: [CH3:21][C:9]1([CH3:22])[NH:8][CH2:13][CH2:12][N:11]2[C:14]([C:17]([F:20])([F:18])[F:19])=[N:15][N:16]=[C:10]12. (6) The product is: [C:1]([O:5][C:6](=[O:18])[NH:7][CH2:8][C:9]1[CH:14]=[C:13]([N:21]2[CH2:22][CH2:23][CH:24]([O:28][CH3:27])[CH2:25][CH2:26]2)[CH:12]=[C:11]([Cl:16])[C:10]=1[F:17])([CH3:4])([CH3:3])[CH3:2]. Given the reactants [C:1]([O:5][C:6](=[O:18])[NH:7][CH2:8][C:9]1[CH:14]=[C:13](Br)[CH:12]=[C:11]([Cl:16])[C:10]=1[F:17])([CH3:4])([CH3:3])[CH3:2].CO[N:21]1[CH2:26][CH2:25][CH2:24][CH2:23][CH2:22]1.[C:27](=O)([O-])[O-:28].[Cs+].[Cs+].C1(P(C2C=CC=CC=2)C2C3OC4C(=CC=CC=4P(C4C=CC=CC=4)C4C=CC=CC=4)C(C)(C)C=3C=CC=2)C=CC=CC=1, predict the reaction product. (7) Given the reactants [OH:1][CH:2]([CH2:13][OH:14])[CH2:3][N:4]([CH3:12])C(=O)OC(C)(C)C.N1C=CC=CC=1.[C:21]([Cl:26])(=[O:25])[O:22][CH2:23][CH3:24].[C:27]([O:30][CH2:31][CH3:32])(=[O:29])C, predict the reaction product. The product is: [ClH:26].[C:21](=[O:25])([O:14][CH2:13][CH:2]([O:1][C:27](=[O:29])[O:30][CH2:31][CH3:32])[CH2:3][NH:4][CH3:12])[O:22][CH2:23][CH3:24].